Task: Predict the reaction yield, written as a fraction of the theoretical maximum amount of product (1.0 means a 100% yield; for example, 0.34 means a 34% yield).. Dataset: Reaction yield outcomes from USPTO patents with 853,638 reactions (1) The reactants are [Br:1][C:2]1[CH:7]=[CH:6][C:5]([OH:8])=[CH:4][CH:3]=1.[CH:9]1([CH2:15]C2C=CC=CC=2O)[CH2:14][CH2:13][CH2:12][CH2:11][CH2:10]1.C1(P(C2C=CC=CC=2)C2C=CC=CC=2)C=CC=CC=1.CCOC(/N=N/C(OCC)=O)=O.C1(C)C=CC=CC=1. The catalyst is O1CCCC1. The product is [Br:1][C:2]1[CH:7]=[CH:6][C:5]([O:8][CH2:15][CH:9]2[CH2:14][CH2:13][CH2:12][CH2:11][CH2:10]2)=[CH:4][CH:3]=1. The yield is 0.540. (2) The reactants are [CH3:1][CH:2]1[CH2:6][CH2:5][NH:4][C:3]1=[O:7].C(N(CC)CC)C.CN(C1C=CC=CN=1)C.[Si:24](Cl)([C:27]([CH3:30])([CH3:29])[CH3:28])([CH3:26])[CH3:25]. The catalyst is C(Cl)Cl.O. The product is [CH3:28][C:27]([Si:24]([CH3:26])([CH3:25])[N:4]1[CH2:5][CH2:6][CH:2]([CH3:1])[C:3]1=[O:7])([CH3:30])[CH3:29]. The yield is 0.880. (3) The reactants are [BH4-].[Na+].[C:3]([C:6]1[CH:7]=[C:8]2[C:12](=[CH:13][CH:14]=1)[NH:11][C:10]([CH2:15][C:16]([NH2:18])=[O:17])=[C:9]2[S:19]([C:22]1[CH:27]=[C:26]([CH3:28])[CH:25]=[C:24]([CH3:29])[CH:23]=1)(=[O:21])=[O:20])(=[O:5])[CH3:4].O. The catalyst is O1CCCC1. The product is [OH:5][CH:3]([C:6]1[CH:7]=[C:8]2[C:12](=[CH:13][CH:14]=1)[NH:11][C:10]([CH2:15][C:16]([NH2:18])=[O:17])=[C:9]2[S:19]([C:22]1[CH:27]=[C:26]([CH3:28])[CH:25]=[C:24]([CH3:29])[CH:23]=1)(=[O:21])=[O:20])[CH3:4]. The yield is 0.830. (4) The reactants are [CH3:1][S:2][C:3]1[CH:11]=[C:10]2[C:6]([CH:7]=[CH:8][NH:9]2)=[CH:5][CH:4]=1.[OH-].[Na+].[C:14]1([S:20](Cl)(=[O:22])=[O:21])[CH:19]=[CH:18][CH:17]=[CH:16][CH:15]=1. The catalyst is [N+](CCCC)(CCCC)(CCCC)CCCC.[O-]S(O)(=O)=O.ClCCl. The product is [CH3:1][S:2][C:3]1[CH:11]=[C:10]2[C:6]([CH:7]=[CH:8][N:9]2[S:20]([C:14]2[CH:19]=[CH:18][CH:17]=[CH:16][CH:15]=2)(=[O:22])=[O:21])=[CH:5][CH:4]=1. The yield is 0.592. (5) The reactants are C([NH:4][C:5]1[CH:10]=[C:9]([O:11][C:12]2[C:17]([F:18])=[CH:16][C:15]([NH:19][C:20]([C:22]3[C:23](=[O:38])[N:24]([C:31]4[CH:36]=[CH:35][C:34]([F:37])=[CH:33][CH:32]=4)[CH:25]=[CH:26][C:27]=3[O:28][CH2:29][CH3:30])=[O:21])=[C:14]([F:39])[CH:13]=2)[CH:8]=[CH:7][N:6]=1)(=O)C.C([O-])([O-])=O.[K+].[K+]. The catalyst is CCO. The product is [NH2:4][C:5]1[CH:10]=[C:9]([O:11][C:12]2[C:17]([F:18])=[CH:16][C:15]([NH:19][C:20]([C:22]3[C:23](=[O:38])[N:24]([C:31]4[CH:32]=[CH:33][C:34]([F:37])=[CH:35][CH:36]=4)[CH:25]=[CH:26][C:27]=3[O:28][CH2:29][CH3:30])=[O:21])=[C:14]([F:39])[CH:13]=2)[CH:8]=[CH:7][N:6]=1. The yield is 0.380. (6) The reactants are [NH2:1][CH2:2][CH2:3][CH2:4][CH2:5][C:6]([C:8]1[CH:13]=[C:12]([F:14])[C:11]([F:15])=[C:10]([F:16])[CH:9]=1)=O.[BH4-].[Na+]. The product is [F:16][C:10]1[CH:9]=[C:8]([CH:6]2[CH2:5][CH2:4][CH2:3][CH2:2][NH:1]2)[CH:13]=[C:12]([F:14])[C:11]=1[F:15]. The catalyst is O1CCCC1.CO. The yield is 0.680.